Dataset: Reaction yield outcomes from USPTO patents with 853,638 reactions. Task: Predict the reaction yield, written as a fraction of the theoretical maximum amount of product (1.0 means a 100% yield; for example, 0.34 means a 34% yield). (1) The reactants are [I-].[CH3:2][N+:3]1([CH2:24][O:25][C:26](=[O:44])[CH:27]([CH2:36][CH2:37][CH2:38][CH2:39]CCCC)[CH2:28][CH2:29][CH2:30][CH2:31]CCCC)[CH2:8][CH2:7][N:6]([C:9]2[C:10]3[CH:22]=[C:21]([CH3:23])[S:20][C:11]=3[NH:12][C:13]3[CH:19]=[CH:18][CH:17]=[CH:16][C:14]=3[N:15]=2)[CH2:5][CH2:4]1.C(C(CCCC)C(OC[I:54])=O)CCC. No catalyst specified. The product is [I-:54].[CH2:28]([CH:27]([CH2:36][CH2:37][CH2:38][CH3:39])[C:26]([O:25][CH2:24][N+:3]1([CH3:2])[CH2:4][CH2:5][N:6]([C:9]2[C:10]3[CH:22]=[C:21]([CH3:23])[S:20][C:11]=3[NH:12][C:13]3[CH:19]=[CH:18][CH:17]=[CH:16][C:14]=3[N:15]=2)[CH2:7][CH2:8]1)=[O:44])[CH2:29][CH2:30][CH3:31]. The yield is 0.720. (2) The reactants are [F:1][C:2]([F:31])([F:30])[C:3]1[N:7]2[N:8]=[C:9]([N:12]3[CH2:17][CH2:16][CH:15]([C:18]4[CH:29]=[CH:28][C:21]([O:22][CH2:23][C:24]([O:26][CH3:27])=[O:25])=[CH:20][CH:19]=4)[CH2:14][CH2:13]3)[CH:10]=[CH:11][C:6]2=[N:5][N:4]=1.[CH:32]([O-])=O.[NH4+]. The catalyst is [Pd].C(O)C. The product is [F:31][C:2]([F:1])([F:30])[C:3]1[N:7]2[N:8]=[C:9]([N:12]3[CH2:17][CH2:16][CH:15]([C:18]4[CH:29]=[CH:28][C:21]([O:22][CH2:23][C:24]([O:26][CH2:27][CH3:32])=[O:25])=[CH:20][CH:19]=4)[CH2:14][CH2:13]3)[CH2:10][CH2:11][C:6]2=[N:5][N:4]=1. The yield is 0.722. (3) The reactants are [F:1][C:2]1[CH:7]=[CH:6][C:5]([C:8]2[N:12]([CH3:13])[N:11]=[CH:10][C:9]=2/[CH:14]=[CH:15]/[C:16]([NH:18][C:19]2[CH:24]=[CH:23][C:22]([CH2:25][C:26]([NH:28][NH2:29])=[O:27])=[CH:21][CH:20]=2)=[O:17])=[CH:4][CH:3]=1.[C:30](OCC)(OCC)(OCC)[CH3:31].CS(O)(=O)=O.O1CCCC1. The catalyst is C(OCC)(=O)C. The product is [F:1][C:2]1[CH:7]=[CH:6][C:5]([C:8]2[N:12]([CH3:13])[N:11]=[CH:10][C:9]=2/[CH:14]=[CH:15]/[C:16]([NH:18][C:19]2[CH:20]=[CH:21][C:22]([CH2:25][C:26]3[O:27][C:30]([CH3:31])=[N:29][N:28]=3)=[CH:23][CH:24]=2)=[O:17])=[CH:4][CH:3]=1. The yield is 0.460. (4) The reactants are [Cl:1][C:2]1[CH:7]=[CH:6][C:5]([C:8]2[N:9]=[C:10]([CH2:13][CH2:14][NH2:15])[S:11][CH:12]=2)=[CH:4][CH:3]=1.[F:16][C:17]([F:33])([F:32])[C:18]1[O:22][N:21]=[C:20]([C:23]2[CH:24]=[N:25][CH:26]=[C:27]([CH:31]=2)[C:28](O)=[O:29])[N:19]=1. No catalyst specified. The product is [Cl:1][C:2]1[CH:3]=[CH:4][C:5]([C:8]2[N:9]=[C:10]([CH2:13][CH2:14][NH:15][C:28](=[O:29])[C:27]3[CH:31]=[C:23]([C:20]4[N:19]=[C:18]([C:17]([F:33])([F:32])[F:16])[O:22][N:21]=4)[CH:24]=[N:25][CH:26]=3)[S:11][CH:12]=2)=[CH:6][CH:7]=1. The yield is 0.350.